Dataset: Forward reaction prediction with 1.9M reactions from USPTO patents (1976-2016). Task: Predict the product of the given reaction. (1) The product is: [Cl-:1].[C:13]([O:12][C:10]([N:7]1[CH2:8][CH2:9][C:4](=[CH:3][CH2:2][P+:23]([C:24]2[CH:25]=[CH:26][CH:27]=[CH:28][CH:29]=2)([C:30]2[CH:35]=[CH:34][CH:33]=[CH:32][CH:31]=2)[C:17]2[CH:18]=[CH:19][CH:20]=[CH:21][CH:22]=2)[CH2:5][CH2:6]1)=[O:11])([CH3:16])([CH3:15])[CH3:14]. Given the reactants [Cl:1][CH2:2][CH:3]=[C:4]1[CH2:9][CH2:8][N:7]([C:10]([O:12][C:13]([CH3:16])([CH3:15])[CH3:14])=[O:11])[CH2:6][CH2:5]1.[C:17]1([P:23]([C:30]2[CH:35]=[CH:34][CH:33]=[CH:32][CH:31]=2)[C:24]2[CH:29]=[CH:28][CH:27]=[CH:26][CH:25]=2)[CH:22]=[CH:21][CH:20]=[CH:19][CH:18]=1, predict the reaction product. (2) The product is: [CH3:14][C:5]1[CH:6]=[C:7]([C:10]2([CH3:13])[CH2:12][CH2:11]2)[CH:8]=[CH:9][C:4]=1[C:3]([OH:15])=[O:2]. Given the reactants C[O:2][C:3](=[O:15])[C:4]1[CH:9]=[CH:8][C:7]([C:10]2([CH3:13])[CH2:12][CH2:11]2)=[CH:6][C:5]=1[CH3:14].CO.[OH-].[Na+].Cl, predict the reaction product.